Predict the reaction yield, written as a fraction of the theoretical maximum amount of product (1.0 means a 100% yield; for example, 0.34 means a 34% yield). From a dataset of Reaction yield outcomes from USPTO patents with 853,638 reactions. (1) The reactants are [NH:1]1[CH2:6][CH2:5][CH2:4][CH2:3][CH2:2]1.CN(C)C=O.F[C:13]1[CH:18]=[CH:17][CH:16]=[CH:15][C:14]=1[N+:19]([O-:21])=[O:20]. The catalyst is O. The product is [N+:19]([C:14]1[CH:15]=[CH:16][CH:17]=[CH:18][C:13]=1[N:1]1[CH2:6][CH2:5][CH2:4][CH2:3][CH2:2]1)([O-:21])=[O:20]. The yield is 0.988. (2) The reactants are [F:1][C:2]1[CH:3]=[C:4]([N:9]2[CH2:13][C@H:12]([CH2:14][OH:15])[O:11][C:10]2=[O:16])[CH:5]=[CH:6][C:7]=1[I:8].C(N(CC)C(C)C)(C)C.[CH3:26][S:27](Cl)(=[O:29])=[O:28]. The catalyst is C(Cl)Cl. The product is [F:1][C:2]1[CH:3]=[C:4]([N:9]2[CH2:13][C@H:12]([CH2:14][O:15][S:27]([CH3:26])(=[O:29])=[O:28])[O:11][C:10]2=[O:16])[CH:5]=[CH:6][C:7]=1[I:8]. The yield is 0.873.